Dataset: Full USPTO retrosynthesis dataset with 1.9M reactions from patents (1976-2016). Task: Predict the reactants needed to synthesize the given product. (1) Given the product [CH2:25]([N:17]([CH:14]1[CH2:13][CH2:12][CH:11]([C:5]2[C:4]3[C:8](=[CH:9][CH:10]=[C:2]([NH:1][C:30]([C:32]4[S:33][CH:34]=[CH:35][CH:36]=4)=[NH:31])[CH:3]=3)[NH:7][CH:6]=2)[CH2:16][CH2:15]1)[C:18](=[O:24])[O:19][C:20]([CH3:21])([CH3:22])[CH3:23])[CH3:26], predict the reactants needed to synthesize it. The reactants are: [NH2:1][C:2]1[CH:3]=[C:4]2[C:8](=[CH:9][CH:10]=1)[NH:7][CH:6]=[C:5]2[CH:11]1[CH2:16][CH2:15][CH:14]([N:17]([CH2:25][CH3:26])[C:18](=[O:24])[O:19][C:20]([CH3:23])([CH3:22])[CH3:21])[CH2:13][CH2:12]1.I.CS[C:30]([C:32]1[S:33][CH:34]=[CH:35][CH:36]=1)=[NH:31]. (2) The reactants are: [Cl:1][C:2]1[CH:3]=[C:4]([O:11][CH2:12][CH:13]=[CH2:14])[C:5]([N+:8]([O-])=O)=[N:6][CH:7]=1.Cl. Given the product [Cl:1][C:2]1[CH:3]=[C:4]([O:11][CH2:12][CH:13]=[CH2:14])[C:5]([NH2:8])=[N:6][CH:7]=1, predict the reactants needed to synthesize it. (3) Given the product [CH2:1]([O:3][C:4]([C:5]1[C:13](=[O:21])[C:14]2[C:19](=[CH:18][CH:17]=[C:16]([CH3:20])[CH:15]=2)[C:6]=1[C:7]1[CH:12]=[CH:11][CH:10]=[CH:9][CH:8]=1)=[O:22])[CH3:2], predict the reactants needed to synthesize it. The reactants are: [CH2:1]([O:3][C:4](=[O:22])[C:5]([C:13](=[O:21])[C:14]1[CH:19]=[CH:18][CH:17]=[C:16]([CH3:20])[CH:15]=1)=[CH:6][C:7]1[CH:12]=[CH:11][CH:10]=[CH:9][CH:8]=1)[CH3:2].CS(O)(=O)=O.C(=O)(O)[O-].[Na+]. (4) Given the product [Cl:1][C:2]1[C:11]([O:12][CH2:22][C:23]2[CH:28]=[CH:27][C:26]([O:29][CH3:30])=[CH:25][CH:24]=2)=[C:10]([O:13][CH2:4][C:3]2[CH:8]=[CH:9][C:10]([O:18][CH3:15])=[CH:11][CH:2]=2)[CH:9]=[C:8]2[C:3]=1[CH2:4][CH2:5][NH:6][C:7]2=[O:14], predict the reactants needed to synthesize it. The reactants are: [Cl:1][C:2]1[C:11]([OH:12])=[C:10]([OH:13])[CH:9]=[C:8]2[C:3]=1[CH2:4][CH2:5][NH:6][C:7]2=[O:14].[C:15](=[O:18])([O-])[O-].[K+].[K+].Cl[CH2:22][C:23]1[CH:28]=[CH:27][C:26]([O:29][CH3:30])=[CH:25][CH:24]=1. (5) Given the product [CH3:12][CH:10]1[CH2:11][C:4]2[CH:3]=[C:2]([C:27]3[CH:32]=[CH:31][CH:30]=[CH:29][CH:28]=3)[CH:20]=[CH:19][C:5]=2[N:6]([C:13]2[CH:18]=[CH:17][CH:16]=[CH:15][CH:14]=2)[CH2:7][CH2:8][O:9]1, predict the reactants needed to synthesize it. The reactants are: Br[C:2]1[CH:20]=[CH:19][C:5]2[N:6]([C:13]3[CH:18]=[CH:17][CH:16]=[CH:15][CH:14]=3)[CH2:7][CH2:8][O:9][CH:10]([CH3:12])[CH2:11][C:4]=2[CH:3]=1.C(=O)([O-])[O-].[Cs+].[Cs+].[C:27]1(B(O)O)[CH:32]=[CH:31][CH:30]=[CH:29][CH:28]=1. (6) Given the product [Br:10][C:11]1[CH:12]=[C:13]([CH:17]=[C:18]([Cl:20])[CH:19]=1)[C:14]([NH:34][C:31]1[CH:30]=[CH:29][C:28]([C:25]2[CH:26]=[CH:27][C:22]([Cl:21])=[CH:23][CH:24]=2)=[CH:33][CH:32]=1)=[O:16], predict the reactants needed to synthesize it. The reactants are: CCN(C(C)C)C(C)C.[Br:10][C:11]1[CH:12]=[C:13]([CH:17]=[C:18]([Cl:20])[CH:19]=1)[C:14]([OH:16])=O.[Cl:21][C:22]1[CH:27]=[CH:26][C:25]([C:28]2[CH:33]=[CH:32][C:31]([NH2:34])=[CH:30][CH:29]=2)=[CH:24][CH:23]=1.C1C=CC2N(O)N=NC=2C=1.CCN=C=NCCCN(C)C.